From a dataset of Reaction yield outcomes from USPTO patents with 853,638 reactions. Predict the reaction yield, written as a fraction of the theoretical maximum amount of product (1.0 means a 100% yield; for example, 0.34 means a 34% yield). (1) The reactants are [CH3:1][O:2][C:3](=[O:34])[C@H:4]([NH:23][C:24]([O:26][CH2:27][C:28]1[CH:33]=[CH:32][CH:31]=[CH:30][CH:29]=1)=[O:25])[CH2:5][C:6]1[CH:11]=[C:10]([CH3:12])[C:9]([NH:13][C:14]([O:16][C:17]([CH3:20])([CH3:19])[CH3:18])=[O:15])=[CH:8][C:7]=1[CH2:21]O.C(N(CC)CC)C.CS([Cl:46])(=O)=O. The catalyst is ClCCl. The product is [CH3:1][O:2][C:3](=[O:34])[C@H:4]([NH:23][C:24]([O:26][CH2:27][C:28]1[CH:33]=[CH:32][CH:31]=[CH:30][CH:29]=1)=[O:25])[CH2:5][C:6]1[CH:11]=[C:10]([CH3:12])[C:9]([NH:13][C:14]([O:16][C:17]([CH3:20])([CH3:19])[CH3:18])=[O:15])=[CH:8][C:7]=1[CH2:21][Cl:46]. The yield is 0.910. (2) The reactants are [OH:1][C@@:2]1([C:9]#[C:10][C:11]2[CH:12]=[C:13]([N:17]3[C:25]4[CH2:24][CH2:23][N:22]([C:26]5[S:27][CH:28]=[CH:29][N:30]=5)[CH2:21][C:20]=4[C:19]([C:31]([O:33]CC)=O)=[N:18]3)[CH:14]=[CH:15][CH:16]=2)[CH2:6][CH2:5][N:4]([CH3:7])[C:3]1=[O:8].[NH3:36]. No catalyst specified. The product is [OH:1][C@@:2]1([C:9]#[C:10][C:11]2[CH:12]=[C:13]([N:17]3[C:25]4[CH2:24][CH2:23][N:22]([C:26]5[S:27][CH:28]=[CH:29][N:30]=5)[CH2:21][C:20]=4[C:19]([C:31]([NH2:36])=[O:33])=[N:18]3)[CH:14]=[CH:15][CH:16]=2)[CH2:6][CH2:5][N:4]([CH3:7])[C:3]1=[O:8]. The yield is 0.180. (3) The reactants are CS[C:3]1[CH:8]=[C:7]([C:9]2[N:10]([C:14]([F:17])([F:16])[F:15])[N:11]=[N:12][CH:13]=2)[C:6]([F:18])=[CH:5][C:4]=1[Cl:19].ClC1C=C(F)C(C2N(C(F)(F)F)N=NC=2)=CC=1S. No catalyst specified. The product is [Cl:19][C:4]1[CH:5]=[C:6]([F:18])[C:7]([C:9]2[N:10]([C:14]([F:16])([F:17])[F:15])[N:11]=[N:12][CH:13]=2)=[CH:8][CH:3]=1. The yield is 0.857. (4) The reactants are Cl[C:2]1[C:11]2[C:6](=[CH:7][CH:8]=[CH:9][CH:10]=2)[N:5]=[C:4]([CH2:12][F:13])[N:3]=1.[CH3:14][O:15][C:16]1[CH:21]=[CH:20][C:19]([NH:22][CH3:23])=[CH:18][CH:17]=1.Cl.C([O-])(O)=O.[Na+]. The catalyst is C(O)(C)C. The product is [F:13][CH2:12][C:4]1[N:3]=[C:2]([N:22]([C:19]2[CH:20]=[CH:21][C:16]([O:15][CH3:14])=[CH:17][CH:18]=2)[CH3:23])[C:11]2[C:6](=[CH:7][CH:8]=[CH:9][CH:10]=2)[N:5]=1. The yield is 0.0950. (5) The reactants are [C:1]([CH2:4][CH:5]([S:15]([OH:18])(=[O:17])=[O:16])[CH2:6][NH:7][C:8](=[O:14])/[CH:9]=[CH:10]\[C:11]([OH:13])=O)([OH:3])=[O:2].CC(N(C)C)=O.C[Si](N[Si](C)(C)C)(C)C. The catalyst is [Cl-].[Cl-].[Zn+2].C1(C)C=CC=CC=1. The product is [O:13]=[C:11]1[CH:10]=[CH:9][C:8](=[O:14])[N:7]1[CH2:6][CH:5]([S:15]([OH:18])(=[O:17])=[O:16])[CH2:4][C:1]([OH:3])=[O:2]. The yield is 0.750. (6) The reactants are [NH2:1][C:2]1[N:10]=[CH:9][N:8]=[C:7]2[C:3]=1[NH:4][C:5](=[O:25])[N:6]2[C:11]1[CH:12]=[C:13]([NH:17][C:18](=[O:24])[O:19][C:20]([CH3:23])([CH3:22])[CH3:21])[CH:14]=[CH:15][CH:16]=1.[Cl:26][C:27]1[CH:32]=[CH:31][C:30](B(O)O)=[CH:29][CH:28]=1.N1C=CC=CC=1. The catalyst is CN(C=O)C.CC([O-])=O.CC([O-])=O.[Cu+2]. The product is [NH2:1][C:2]1[N:10]=[CH:9][N:8]=[C:7]2[C:3]=1[N:4]([C:30]1[CH:31]=[CH:32][C:27]([Cl:26])=[CH:28][CH:29]=1)[C:5](=[O:25])[N:6]2[C:11]1[CH:12]=[C:13]([NH:17][C:18](=[O:24])[O:19][C:20]([CH3:22])([CH3:21])[CH3:23])[CH:14]=[CH:15][CH:16]=1. The yield is 0.591. (7) The reactants are [CH3:1][O:2][C:3]1[CH:4]=[C:5]2[C:10](=[CH:11][C:12]=1[O:13][CH3:14])[N:9]=[CH:8][CH:7]=[C:6]2[O:15][C:16]1[CH:22]=[CH:21][C:19]([NH2:20])=[C:18]([CH3:23])[C:17]=1[CH3:24].ClC(Cl)(O[C:29](=[O:35])[O:30][C:31](Cl)(Cl)Cl)Cl.[O:37]1[CH2:42][CH2:41]C(O)[CH2:39][CH2:38]1.C(=O)(O)[O-].[Na+]. The catalyst is C(Cl)Cl.C(N(CC)CC)C.C1(C)C=CC=CC=1. The product is [CH3:1][O:2][C:3]1[CH:4]=[C:5]2[C:10](=[CH:11][C:12]=1[O:13][CH3:14])[N:9]=[CH:8][CH:7]=[C:6]2[O:15][C:16]1[CH:22]=[CH:21][C:19]([NH:20][C:29](=[O:35])[O:30][CH:31]2[CH2:41][CH2:42][O:37][CH2:38][CH2:39]2)=[C:18]([CH3:23])[C:17]=1[CH3:24]. The yield is 0.340.